Dataset: Reaction yield outcomes from USPTO patents with 853,638 reactions. Task: Predict the reaction yield, written as a fraction of the theoretical maximum amount of product (1.0 means a 100% yield; for example, 0.34 means a 34% yield). The reactants are [CH3:1][N:2]([CH:6]1[CH2:10][CH2:9][NH:8][CH2:7]1)[C:3](=[O:5])[CH3:4].C(N(CC)C(C)C)(C)C.Cl[C:21]1[N:26]=[C:25]([O:27][C:28]2[CH:54]=[CH:53][CH:52]=[CH:51][C:29]=2[CH2:30][NH:31][C:32]([NH:34][C:35]2[N:39]([C:40]3[CH:45]=[CH:44][C:43]([CH3:46])=[CH:42][CH:41]=3)[N:38]=[C:37]([C:47]([CH3:50])([CH3:49])[CH3:48])[CH:36]=2)=[O:33])[CH:24]=[CH:23][N:22]=1.C(O)(=O)CC(CC(O)=O)(C(O)=O)O. The catalyst is C(O)C. The product is [C:47]([C:37]1[CH:36]=[C:35]([NH:34][C:32](=[O:33])[NH:31][CH2:30][C:29]2[CH:51]=[CH:52][CH:53]=[CH:54][C:28]=2[O:27][C:25]2[CH:24]=[CH:23][N:22]=[C:21]([N:8]3[CH2:9][CH2:10][CH:6]([N:2]([CH3:1])[C:3](=[O:5])[CH3:4])[CH2:7]3)[N:26]=2)[N:39]([C:40]2[CH:41]=[CH:42][C:43]([CH3:46])=[CH:44][CH:45]=2)[N:38]=1)([CH3:50])([CH3:48])[CH3:49]. The yield is 0.625.